This data is from Forward reaction prediction with 1.9M reactions from USPTO patents (1976-2016). The task is: Predict the product of the given reaction. (1) Given the reactants [CH2:1]([O:8][C:9]1[CH:14]=[C:13]([I:15])[CH:12]=[CH:11][C:10]=1[N+:16]([O-])=O)[C:2]1[CH:7]=[CH:6][CH:5]=[CH:4][CH:3]=1.CC(O)=O, predict the reaction product. The product is: [CH2:1]([O:8][C:9]1[CH:14]=[C:13]([I:15])[CH:12]=[CH:11][C:10]=1[NH2:16])[C:2]1[CH:3]=[CH:4][CH:5]=[CH:6][CH:7]=1. (2) Given the reactants [C:1]([O:5][C:6]([N:8]1[CH2:13][CH2:12][CH:11]([CH2:14][CH2:15][OH:16])[CH2:10][CH2:9]1)=[O:7])([CH3:4])([CH3:3])[CH3:2].C(N(CC)CC)C.[CH3:24][S:25](Cl)(=[O:27])=[O:26], predict the reaction product. The product is: [CH3:24][S:25]([O:16][CH2:15][CH2:14][CH:11]1[CH2:12][CH2:13][N:8]([C:6]([O:5][C:1]([CH3:4])([CH3:3])[CH3:2])=[O:7])[CH2:9][CH2:10]1)(=[O:27])=[O:26].